From a dataset of Catalyst prediction with 721,799 reactions and 888 catalyst types from USPTO. Predict which catalyst facilitates the given reaction. (1) Product: [NH2:2][C:4]1[CH:5]=[CH:6][C:7]([C:12]([F:15])([F:14])[F:13])=[C:8]([CH:11]=1)[C:9]#[N:10]. The catalyst class is: 12. Reactant: [OH-].[NH4+:2].F[C:4]1[CH:5]=[CH:6][C:7]([C:12]([F:15])([F:14])[F:13])=[C:8]([CH:11]=1)[C:9]#[N:10]. (2) Reactant: [NH2:1][C:2]1[C:3]([CH3:32])=[C:4]([C:8]2[N:9]=[C:10]([NH:16][C:17]3[CH:22]=[CH:21][C:20]([CH:23]4[C:28](=[O:29])[N:27]([CH3:30])[CH2:26][CH2:25][N:24]4[CH3:31])=[CH:19][CH:18]=3)[C:11](=[O:15])[N:12]([CH3:14])[CH:13]=2)[CH:5]=[CH:6][CH:7]=1.[O:33]=[C:34]1[C:39]2[S:40][C:41]([C:43](O)=[O:44])=[CH:42][C:38]=2[CH2:37][CH2:36][CH2:35]1.C(N(CC)C(C)C)(C)C.F[P-](F)(F)(F)(F)F.N1(O[P+](N(C)C)(N(C)C)N(C)C)C2C=CC=CC=2N=N1. Product: [CH3:31][N:24]1[CH2:25][CH2:26][N:27]([CH3:30])[C:28](=[O:29])[CH:23]1[C:20]1[CH:19]=[CH:18][C:17]([NH:16][C:10]2[C:11](=[O:15])[N:12]([CH3:14])[CH:13]=[C:8]([C:4]3[C:3]([CH3:32])=[C:2]([NH:1][C:43]([C:41]4[S:40][C:39]5[C:34](=[O:33])[CH2:35][CH2:36][CH2:37][C:38]=5[CH:42]=4)=[O:44])[CH:7]=[CH:6][CH:5]=3)[N:9]=2)=[CH:22][CH:21]=1. The catalyst class is: 136. (3) Reactant: [NH2:1][C:2]1[C:7]([NH2:8])=[C:6]([O:9][C:10]2[CH:15]=[CH:14][C:13]([NH:16][C:17](=[O:23])[O:18][C:19]([CH3:22])([CH3:21])[CH3:20])=[CH:12][CH:11]=2)[CH:5]=[CH:4][N:3]=1.[C:24](OCC)(=O)[CH:25]=[O:26].CC(C)=O. Product: [O:26]=[C:25]1[CH:24]=[N:1][C:2]2[N:3]=[CH:4][CH:5]=[C:6]([O:9][C:10]3[CH:11]=[CH:12][C:13]([NH:16][C:17](=[O:23])[O:18][C:19]([CH3:20])([CH3:22])[CH3:21])=[CH:14][CH:15]=3)[C:7]=2[NH:8]1. The catalyst class is: 548. (4) Reactant: Br[C:2]1[N:3]=[CH:4][C:5]([O:11][CH3:12])=[C:6]2[CH:10]=[CH:9][NH:8][C:7]=12.C(=O)([O-])[O-].[K+].[K+].[NH:19]1[CH:23]=[N:22][C:21]([NH:24][C:25](=[O:30])[C:26]([CH3:29])([CH3:28])[CH3:27])=[N:20]1.CN[C@@H]1CCCC[C@H]1NC. Product: [CH3:12][O:11][C:5]1[CH:4]=[N:3][C:2]([N:19]2[CH:23]=[N:22][C:21]([NH:24][C:25](=[O:30])[C:26]([CH3:28])([CH3:27])[CH3:29])=[N:20]2)=[C:7]2[NH:8][CH:9]=[CH:10][C:6]=12. The catalyst class is: 185. (5) Reactant: Cl[C:2]1[N:7]=[C:6]([C:8]2[CH:13]=[CH:12][CH:11]=[CH:10][CH:9]=2)[N:5]=[C:4]([NH:14][C:15]2[CH:20]=[CH:19][CH:18]=[CH:17][CH:16]=2)[N:3]=1.[NH3:21].O. Product: [C:15]1([NH:14][C:4]2[N:3]=[C:2]([NH2:21])[N:7]=[C:6]([C:8]3[CH:13]=[CH:12][CH:11]=[CH:10][CH:9]=3)[N:5]=2)[CH:20]=[CH:19][CH:18]=[CH:17][CH:16]=1. The catalyst class is: 1.